This data is from Catalyst prediction with 721,799 reactions and 888 catalyst types from USPTO. The task is: Predict which catalyst facilitates the given reaction. Reactant: [CH3:1][C:2]1[NH:6][C:5]2[CH:7]=[CH:8][CH:9]=[CH:10][C:4]=2[N:3]=1.C([O-])([O-])=O.[Cs+].[Cs+].Br[CH2:18][CH2:19][OH:20]. Product: [CH3:1][C:2]1[N:6]([CH2:18][CH2:19][OH:20])[C:5]2[CH:7]=[CH:8][CH:9]=[CH:10][C:4]=2[N:3]=1. The catalyst class is: 31.